This data is from Forward reaction prediction with 1.9M reactions from USPTO patents (1976-2016). The task is: Predict the product of the given reaction. (1) Given the reactants [O:1]=[C:2]1[C:14]2[NH:13][C:12]3[C:7](=[CH:8][C:9]([C:15]#[N:16])=[CH:10][CH:11]=3)[C:6]=2[CH2:5][CH2:4][CH2:3]1.[OH-].[K+].[S:19](Cl)([C:22]1[CH:28]=[CH:27][C:25]([CH3:26])=[CH:24][CH:23]=1)(=[O:21])=[O:20], predict the reaction product. The product is: [O:1]=[C:2]1[C:14]2[N:13]([S:19]([C:22]3[CH:28]=[CH:27][C:25]([CH3:26])=[CH:24][CH:23]=3)(=[O:21])=[O:20])[C:12]3[C:7](=[CH:8][C:9]([C:15]#[N:16])=[CH:10][CH:11]=3)[C:6]=2[CH2:5][CH2:4][CH2:3]1. (2) Given the reactants [C:1]([C:3]1[CH:4]=[CH:5][C:6]([N:9]2[CH2:14][CH2:13][CH:12]([NH:15][C:16]3[C:21]([C:22]([NH2:24])=[O:23])=[CH:20][N:19]=[C:18]([NH:25][C:26]4[CH:31]=[CH:30][C:29]([C:32](=[O:41])[NH:33][CH:34]5[CH2:39][CH2:38][N:37]([CH3:40])[CH2:36][CH2:35]5)=[C:28]([N+:42]([O-])=O)[CH:27]=4)[CH:17]=3)[CH2:11][CH2:10]2)=[N:7][CH:8]=1)#[N:2].[Cl-].[NH4+].O.C(=O)([O-])O.[Na+], predict the reaction product. The product is: [NH2:42][C:28]1[CH:27]=[C:26]([NH:25][C:18]2[CH:17]=[C:16]([NH:15][CH:12]3[CH2:11][CH2:10][N:9]([C:6]4[CH:5]=[CH:4][C:3]([C:1]#[N:2])=[CH:8][N:7]=4)[CH2:14][CH2:13]3)[C:21]([C:22]([NH2:24])=[O:23])=[CH:20][N:19]=2)[CH:31]=[CH:30][C:29]=1[C:32](=[O:41])[NH:33][CH:34]1[CH2:39][CH2:38][N:37]([CH3:40])[CH2:36][CH2:35]1.